Dataset: Forward reaction prediction with 1.9M reactions from USPTO patents (1976-2016). Task: Predict the product of the given reaction. (1) Given the reactants [CH3:1][NH2:2].[BH-](OC(C)=O)(OC(C)=O)OC(C)=O.[Na+].[CH3:17][S:18]([N:21]1[CH2:26][CH2:25][C:24](=O)[CH2:23][CH2:22]1)(=[O:20])=[O:19].[OH-].[Na+], predict the reaction product. The product is: [CH3:1][NH:2][CH:24]1[CH2:25][CH2:26][N:21]([S:18]([CH3:17])(=[O:20])=[O:19])[CH2:22][CH2:23]1. (2) Given the reactants Cl.[C:2]([C:6]1[O:10][N:9]=[C:8]([NH:11][C:12](=[O:35])[NH:13][C:14]2[CH:19]=[CH:18][C:17]([NH:20][C:21](=[O:34])[C:22]3[CH:27]=[CH:26][C:25]([O:28][CH:29]4[CH2:33][CH2:32][NH:31][CH2:30]4)=[CH:24][N:23]=3)=[CH:16][CH:15]=2)[CH:7]=1)([CH3:5])([CH3:4])[CH3:3].Cl.F[CH2:38][C:39](C1ON=C(NC(=O)NC2C=CC(NC(=O)C3C=CC(OC4CCNCC4)=CN=3)=CC=2)C=1)(C)[CH2:40]F, predict the reaction product. The product is: [C:2]([C:6]1[O:10][N:9]=[C:8]([NH:11][C:12](=[O:35])[NH:13][C:14]2[CH:19]=[CH:18][C:17]([NH:20][C:21](=[O:34])[C:22]3[CH:27]=[CH:26][C:25]([O:28][CH:29]4[CH2:33][CH2:32][N:31]([CH:39]([CH3:40])[CH3:38])[CH2:30]4)=[CH:24][N:23]=3)=[CH:16][CH:15]=2)[CH:7]=1)([CH3:5])([CH3:3])[CH3:4]. (3) Given the reactants [Br:1][C:2]1[CH:7]=[CH:6][N:5]=[C:4]([OH:8])[CH:3]=1.I[CH2:10][CH2:11][C:12]([F:15])([F:14])[F:13].C(=O)([O-])[O-].[K+].[K+], predict the reaction product. The product is: [Br:1][C:2]1[CH:7]=[CH:6][N:5]([CH2:10][CH2:11][C:12]([F:15])([F:14])[F:13])[C:4](=[O:8])[CH:3]=1. (4) Given the reactants CN(C(ON1N=NC2C=CC=CC1=2)=[N+](C)C)C.[B-](F)(F)(F)F.FC(F)(F)C(O)=O.[NH2:30][C@H:31]([CH2:51][C:52]1[CH:57]=[CH:56][C:55]([O:58][CH3:59])=[CH:54][CH:53]=1)[C:32]([N:34]1[CH2:37][C:36]([O:45][CH2:46][CH2:47][CH2:48][CH2:49][CH3:50])([C:38]2[CH:43]=[CH:42][CH:41]=[CH:40][C:39]=2[CH3:44])[CH2:35]1)=[O:33].Cl.[CH2:61]([C:68](O)=[O:69])[CH2:62][C:63]1[N:67]=[CH:66][NH:65][CH:64]=1.[OH-].[Na+], predict the reaction product. The product is: [CH3:59][O:58][C:55]1[CH:54]=[CH:53][C:52]([CH2:51][C@@H:31]([NH:30][C:68](=[O:69])[CH2:61][CH2:62][C:63]2[N:67]=[CH:66][NH:65][CH:64]=2)[C:32](=[O:33])[N:34]2[CH2:35][C:36]([O:45][CH2:46][CH2:47][CH2:48][CH2:49][CH3:50])([C:38]3[CH:43]=[CH:42][CH:41]=[CH:40][C:39]=3[CH3:44])[CH2:37]2)=[CH:57][CH:56]=1. (5) Given the reactants [CH:1]([N:4]1[C:8]([C:9]2[N:18]=[C:17]3[N:11]([CH2:12][CH2:13][O:14][C:15]4[CH:22]=[C:21]([O:23][C:24]([CH3:29])([CH2:27][OH:28])[CH2:25][OH:26])[CH:20]=[CH:19][C:16]=43)[CH:10]=2)=[N:7][C:6]([CH3:30])=[N:5]1)([CH3:3])[CH3:2].CCN(CC)CC.[CH3:38][S:39](Cl)(=[O:41])=[O:40], predict the reaction product. The product is: [CH:1]([N:4]1[C:8]([C:9]2[N:18]=[C:17]3[N:11]([CH2:12][CH2:13][O:14][C:15]4[CH:22]=[C:21]([O:23][C:24]([CH3:29])([CH2:27][O:28][S:39]([CH3:38])(=[O:41])=[O:40])[CH2:25][O:26][S:39]([CH3:38])(=[O:41])=[O:40])[CH:20]=[CH:19][C:16]=43)[CH:10]=2)=[N:7][C:6]([CH3:30])=[N:5]1)([CH3:3])[CH3:2].